Dataset: CYP1A2 inhibition data for predicting drug metabolism from PubChem BioAssay. Task: Regression/Classification. Given a drug SMILES string, predict its absorption, distribution, metabolism, or excretion properties. Task type varies by dataset: regression for continuous measurements (e.g., permeability, clearance, half-life) or binary classification for categorical outcomes (e.g., BBB penetration, CYP inhibition). Dataset: cyp1a2_veith. (1) The drug is C=CC[NH+]1/C(=C\CO)[C@H]2C[C@@H]3[C@@H]1CC[C@]31c3ccccc3N3/C=C4/[C@@H]5C[C@H]6[C@H](CC[C@@]67c6ccccc6N(/C=C/2[C@H]31)[C@@H]47)[NH+](CC=C)/C5=C\CO. The result is 0 (non-inhibitor). (2) The compound is COP(=O)(OC)[C@@H](O)C(Cl)(Cl)Cl. The result is 0 (non-inhibitor).